This data is from Forward reaction prediction with 1.9M reactions from USPTO patents (1976-2016). The task is: Predict the product of the given reaction. (1) Given the reactants [N+:1]([C:4]1[CH:9]=[CH:8][C:7](/[CH:10]=[CH:11]/[CH2:12][OH:13])=[CH:6][CH:5]=1)([O-:3])=[O:2].C([O:18]O)(C)(C)C, predict the reaction product. The product is: [N+:1]([C:4]1[CH:5]=[CH:6][C:7]([C@@H:10]2[O:18][C@H:11]2[CH2:12][OH:13])=[CH:8][CH:9]=1)([O-:3])=[O:2]. (2) Given the reactants [Cl:1][C:2]1[CH:7]=[CH:6][C:5]([NH:8][C:9]2[C:10](=[O:34])[C:11](=[O:33])[C:12]=2[NH:13][CH2:14][CH2:15][NH:16][C:17]2[CH:22]=[C:21]([N:23]3[CH2:27][CH2:26][CH2:25][CH2:24]3)[N:20]=[C:19]([N:28]3[CH2:32][CH2:31][CH2:30][CH2:29]3)[N:18]=2)=[CH:4][CH:3]=1.Cl.CCOCC, predict the reaction product. The product is: [ClH:1].[Cl:1][C:2]1[CH:3]=[CH:4][C:5]([NH:8][C:9]2[C:10](=[O:34])[C:11](=[O:33])[C:12]=2[NH:13][CH2:14][CH2:15][NH:16][C:17]2[CH:22]=[C:21]([N:23]3[CH2:24][CH2:25][CH2:26][CH2:27]3)[N:20]=[C:19]([N:28]3[CH2:32][CH2:31][CH2:30][CH2:29]3)[N:18]=2)=[CH:6][CH:7]=1. (3) Given the reactants [CH3:1][C:2]1[C:6]([N+:7]([O-:9])=[O:8])=[C:5]([CH3:10])[NH:4][N:3]=1.C([O-])([O-])=O.[Cs+].[Cs+].Br[CH2:18][CH2:19][OH:20], predict the reaction product. The product is: [CH3:1][C:2]1[C:6]([N+:7]([O-:9])=[O:8])=[C:5]([CH3:10])[N:4]([CH2:18][CH2:19][OH:20])[N:3]=1. (4) The product is: [CH:1]1([CH:7]([C:9]2[O:10][C:11]3[CH:18]=[CH:17][C:16]([O:19][CH2:20][CH2:21][CH2:22][S:23][CH3:24])=[CH:15][C:12]=3[C:13]=2[CH3:14])[OH:8])[CH2:6][CH2:5][CH2:4][CH2:3][CH2:2]1. Given the reactants [CH:1]1([C:7]([C:9]2[O:10][C:11]3[CH:18]=[CH:17][C:16]([O:19][CH2:20][CH2:21][CH2:22][S:23][CH3:24])=[CH:15][C:12]=3[C:13]=2[CH3:14])=[O:8])[CH2:6][CH2:5][CH2:4][CH2:3][CH2:2]1.[BH4-].[Na+], predict the reaction product. (5) Given the reactants [CH2:1]([S:3][C:4]1[CH:9]=[CH:8][C:7]([N+:10]([O-:12])=[O:11])=[CH:6][CH:5]=1)[CH3:2].I(O)(=O)(=O)=[O:14].C(Cl)Cl.O.O.O.O.O.S([O-])([O-])(=O)=S.[Na+].[Na+], predict the reaction product. The product is: [CH2:1]([S:3]([C:4]1[CH:9]=[CH:8][C:7]([N+:10]([O-:12])=[O:11])=[CH:6][CH:5]=1)=[O:14])[CH3:2]. (6) Given the reactants Cl[C:2]1[CH:3]=[C:4]([C:9]2[N:14]=[C:13](C3C=CC(C4C=NC=CC=4)=CC=3)[CH:12]=[C:11]([C:27]3[CH:32]=[CH:31][C:30]([C:33]4[CH:34]=[N:35][CH:36]=[CH:37][CH:38]=4)=[CH:29][CH:28]=3)[N:10]=2)[CH:5]=[C:6](Cl)[CH:7]=1.[C:39]1([C:48]2[CH:53]=[CH:52][CH:51]=[CH:50][CH:49]=2)[C:40](B(O)O)=[CH:41][CH:42]=[CH:43][CH:44]=1.P([O-])([O-])([O-])=O.[K+].[K+].[K+], predict the reaction product. The product is: [N:35]1[CH:36]=[CH:37][CH:38]=[C:33]([C:30]2[CH:31]=[CH:32][C:27]([C:11]3[CH:12]=[C:13]([C:27]4[CH:28]=[CH:29][C:30]([C:33]5[CH:34]=[N:35][CH:36]=[CH:37][CH:38]=5)=[CH:31][CH:32]=4)[N:14]=[C:9]([C:4]4[CH:3]=[C:2]([C:41]5[CH:42]=[CH:43][CH:44]=[C:39]([C:48]6[CH:49]=[CH:50][CH:51]=[CH:52][CH:53]=6)[CH:40]=5)[CH:7]=[C:6]([C:43]5[CH:44]=[C:39]([C:48]6[CH:53]=[CH:52][CH:51]=[CH:50][CH:49]=6)[CH:40]=[CH:41][CH:42]=5)[CH:5]=4)[N:10]=3)=[CH:28][CH:29]=2)[CH:34]=1. (7) Given the reactants [C:1]([O:4][CH2:5][CH:6]1[CH2:10][CH2:9][N:8]([C:11]2[CH:16]=[CH:15][C:14]([C:17]3[CH:22]=[CH:21][C:20]([O:23][CH2:24][CH2:25][O:26][CH2:27][CH2:28][CH2:29][CH3:30])=[CH:19][CH:18]=3)=[CH:13][C:12]=2/[CH:31]=[C:32](\[CH3:36])/[C:33](O)=[O:34])[CH2:7]1)(=[O:3])[CH3:2].CN(C=O)C.C(Cl)(=O)C(Cl)=O.[CH2:48]([N:51]1[C:55]([CH2:56][S:57]([C:59]2[CH:65]=[CH:64][C:62]([NH2:63])=[CH:61][CH:60]=2)=[O:58])=[CH:54][N:53]=[CH:52]1)[CH2:49][CH3:50], predict the reaction product. The product is: [C:1]([O:4][CH2:5][CH:6]1[CH2:10][CH2:9][N:8]([C:11]2[CH:16]=[CH:15][C:14]([C:17]3[CH:18]=[CH:19][C:20]([O:23][CH2:24][CH2:25][O:26][CH2:27][CH2:28][CH2:29][CH3:30])=[CH:21][CH:22]=3)=[CH:13][C:12]=2/[CH:31]=[C:32](\[CH3:36])/[C:33]([NH:63][C:62]2[CH:64]=[CH:65][C:59]([S@:57]([CH2:56][C:55]3[N:51]([CH2:48][CH2:49][CH3:50])[CH:52]=[N:53][CH:54]=3)=[O:58])=[CH:60][CH:61]=2)=[O:34])[CH2:7]1)(=[O:3])[CH3:2]. (8) The product is: [C:1]([O:5][C:6]([N:8]1[CH2:13][CH2:12][C:11](=[C:14]([Br:24])[C:15]2[CH:16]=[CH:17][C:18]([C:21](=[O:22])[N:35]([CH2:36][CH3:37])[CH2:33][CH3:34])=[CH:19][CH:20]=2)[CH2:10][CH2:9]1)=[O:7])([CH3:2])([CH3:3])[CH3:4]. Given the reactants [C:1]([O:5][C:6]([N:8]1[CH2:13][CH2:12][C:11](=[C:14]([Br:24])[C:15]2[CH:20]=[CH:19][C:18]([C:21](O)=[O:22])=[CH:17][CH:16]=2)[CH2:10][CH2:9]1)=[O:7])([CH3:4])([CH3:3])[CH3:2].C(OC(Cl)=O)C(C)C.[CH2:33]([NH:35][CH2:36][CH3:37])[CH3:34], predict the reaction product. (9) Given the reactants [CH3:1][O:2][C:3]1[CH:4]=[C:5]([C:9]2[CH:14]=[CH:13][CH:12]=[C:11]([CH:15]=[O:16])[CH:10]=2)[CH:6]=[CH:7][CH:8]=1.[BH4-].[Na+], predict the reaction product. The product is: [CH3:1][O:2][C:3]1[CH:4]=[C:5]([C:9]2[CH:14]=[CH:13][CH:12]=[C:11]([CH2:15][OH:16])[CH:10]=2)[CH:6]=[CH:7][CH:8]=1. (10) Given the reactants [Cl:1][C:2]1[N:7]=[CH:6][NH:5][C:4]2=[N:8][CH:9]=[CH:10][C:3]=12.C1C(=O)N([Cl:18])C(=O)C1, predict the reaction product. The product is: [Cl:1][C:2]1[N:7]=[CH:6][NH:5][C:4]2=[N:8][CH:9]=[C:10]([Cl:18])[C:3]=12.